Dataset: Reaction yield outcomes from USPTO patents with 853,638 reactions. Task: Predict the reaction yield, written as a fraction of the theoretical maximum amount of product (1.0 means a 100% yield; for example, 0.34 means a 34% yield). (1) The reactants are [CH3:1][O:2][C:3]1[CH:4]=[CH:5][C:6]([C@H:9]2[CH2:11][C@@H:10]2[CH2:12][O:13][C:14]2[C:19]([C:20]#[C:21][C:22]([O:24][CH2:25][CH3:26])=[O:23])=[CH:18][N:17]=[C:16]([CH3:27])[N:15]=2)=[N:7][CH:8]=1.[Si]([N:32]=[N+:33]=[N-:34])(C)(C)C. No catalyst specified. The product is [CH3:1][O:2][C:3]1[CH:4]=[CH:5][C:6]([C@H:9]2[CH2:11][C@@H:10]2[CH2:12][O:13][C:14]2[C:19]([C:20]3[N:34]=[N:33][NH:32][C:21]=3[C:22]([O:24][CH2:25][CH3:26])=[O:23])=[CH:18][N:17]=[C:16]([CH3:27])[N:15]=2)=[N:7][CH:8]=1. The yield is 0.370. (2) The reactants are FC(F)(F)C(O)=O.[NH2:8][C:9](=[O:49])[CH2:10][C:11]1[C:12]([CH2:17][CH2:18][C:19]2[C:24]([C:25]([F:28])([F:27])[F:26])=[CH:23][N:22]=[C:21]([NH:29][C:30]3[CH:35]=[CH:34][C:33]([CH:36]4[CH2:41][CH2:40][N:39](C(OC(C)(C)C)=O)[CH2:38][CH2:37]4)=[CH:32][CH:31]=3)[N:20]=2)=[N:13][CH:14]=[CH:15][CH:16]=1. The catalyst is C(Cl)Cl.C1CCCCC1. The product is [NH:39]1[CH2:40][CH2:41][CH:36]([C:33]2[CH:34]=[CH:35][C:30]([NH:29][C:21]3[N:20]=[C:19]([CH2:18][CH2:17][C:12]4[C:11]([CH2:10][C:9]([NH2:8])=[O:49])=[CH:16][CH:15]=[CH:14][N:13]=4)[C:24]([C:25]([F:28])([F:26])[F:27])=[CH:23][N:22]=3)=[CH:31][CH:32]=2)[CH2:37][CH2:38]1. The yield is 0.530. (3) The reactants are [N:1]([C@@H:4]1[CH2:8][CH2:7][CH2:6][C@H:5]1[OH:9])=[N+:2]=[N-:3].N1C=CC=CC=1.[N+:16]([C:19]1[CH:24]=[CH:23][C:22]([S:25](Cl)(=[O:27])=[O:26])=[CH:21][CH:20]=1)([O-:18])=[O:17].[N+](C1C=CC(S(O)(=O)=O)=CC=1)([O-])=O. The catalyst is C(Cl)Cl. The product is [N:1]([C@@H:4]1[CH2:8][CH2:7][CH2:6][C@H:5]1[O:9][S:25]([C:22]1[CH:21]=[CH:20][C:19]([N+:16]([O-:18])=[O:17])=[CH:24][CH:23]=1)(=[O:26])=[O:27])=[N+:2]=[N-:3]. The yield is 0.840. (4) The product is [NH2:29][C:26]1[N:25]=[CH:24][C:23]([C:12]2[N:11]=[C:10]3[C:15]([N:16]=[C:8]([NH:5][CH2:4][CH2:3][N:2]([CH3:6])[CH3:1])[N:9]3[CH2:30][CH:31]3[CH2:33][CH2:32]3)=[C:14]([N:17]3[CH2:22][CH2:21][O:20][CH2:19][CH2:18]3)[N:13]=2)=[CH:28][N:27]=1. The yield is 0.680. The reactants are [CH3:1][N:2]([CH3:6])[CH2:3][CH2:4][NH2:5].Cl[C:8]1[N:9]([CH2:30][CH:31]2[CH2:33][CH2:32]2)[C:10]2[C:15]([N:16]=1)=[C:14]([N:17]1[CH2:22][CH2:21][O:20][CH2:19][CH2:18]1)[N:13]=[C:12]([C:23]1[CH:24]=[N:25][C:26]([NH2:29])=[N:27][CH:28]=1)[N:11]=2. The catalyst is CS(C)=O. (5) The reactants are S(=O)(=O)(O)O.[Cl:6][C:7]1[N:8]=[N:9][C:10]([Cl:13])=[CH:11][CH:12]=1.[CH:14]1(C(O)=O)[CH2:17][CH2:16][CH2:15]1.S(OOS([O-])(=O)=O)([O-])(=O)=O.[NH4+].[NH4+].N. The catalyst is O.[N+]([O-])([O-])=O.[Ag+]. The product is [Cl:6][C:7]1[N:8]=[N:9][C:10]([Cl:13])=[CH:11][C:12]=1[CH:14]1[CH2:17][CH2:16][CH2:15]1. The yield is 0.820. (6) The reactants are [CH:1]([C:3]1[CH:4]=[CH:5][C:6]2[O:12][CH2:11][CH2:10][N:9]([C:13]([O:15][C:16]([CH3:19])([CH3:18])[CH3:17])=[O:14])[CH2:8][C:7]=2[CH:20]=1)=[O:2].C1C[O:24]CC1.CC(=CC)C.[O-]Cl=O.[Na+]. The catalyst is [NH4+].[Cl-].O.CC(O)(C)C. The product is [C:16]([O:15][C:13]([N:9]1[CH2:8][C:7]2[CH:20]=[C:3]([C:1]([OH:24])=[O:2])[CH:4]=[CH:5][C:6]=2[O:12][CH2:11][CH2:10]1)=[O:14])([CH3:17])([CH3:19])[CH3:18]. The yield is 0.490.